From a dataset of Reaction yield outcomes from USPTO patents with 853,638 reactions. Predict the reaction yield, written as a fraction of the theoretical maximum amount of product (1.0 means a 100% yield; for example, 0.34 means a 34% yield). (1) The reactants are [CH3:1][C:2]1[N:3]=[N:4][N:5]([CH3:37])[C:6]=1[C:7]1[CH:19]=[N:18][C:17]2[C:16]3[CH:15]=[C:14]([C:20]([OH:23])([CH3:22])[CH3:21])[CH:13]=[CH:12][C:11]=3[N:10]([C@@H:24]([CH:31]3[CH2:36][CH2:35][O:34][CH2:33][CH2:32]3)[C:25]3[CH:30]=[CH:29][CH:28]=[CH:27][CH:26]=3)[C:9]=2[CH:8]=1.[F:38]C1C=CC(C(OC(C2C=CC3C4N=CC=CC=4NC=3C=2)=O)C2CCOCC2)=CC=1. No catalyst specified. The product is [CH3:1][C:2]1[N:3]=[N:4][N:5]([CH3:37])[C:6]=1[C:7]1[CH:19]=[N:18][C:17]2[C:16]3[CH:15]=[C:14]([C:20]([OH:23])([CH3:22])[CH3:21])[CH:13]=[CH:12][C:11]=3[N:10]([C@H:24]([C:25]3[CH:30]=[CH:29][C:28]([F:38])=[CH:27][CH:26]=3)[CH:31]3[CH2:32][CH2:33][O:34][CH2:35][CH2:36]3)[C:9]=2[CH:8]=1. The yield is 0.950. (2) The reactants are [C@H:1]1([C:10]([O-:12])=[O:11])[CH2:6][CH2:5][C@H:4]([C:7]([O-:9])=O)[CH2:3][CH2:2]1.O.[C:14](=O)([O-])O.[Na+]. The catalyst is O1CCCC1. The product is [OH:9][CH2:7][C@H:4]1[CH2:3][CH2:2][C@H:1]([C:10]([O:12][CH3:14])=[O:11])[CH2:6][CH2:5]1. The yield is 1.00. (3) The reactants are [NH2:1][C:2]1[N:7]=[CH:6][N:5]=[C:4]2[N:8]([CH2:25][C@H:26]3[CH2:30][CH2:29][CH2:28][N:27]3[C:31](=[O:35])[CH2:32][C:33]#[N:34])[N:9]=[C:10]([C:11]3[CH:16]=[CH:15][C:14]([O:17][C:18]4[CH:23]=[CH:22][CH:21]=[C:20]([F:24])[CH:19]=4)=[CH:13][CH:12]=3)[C:3]=12.N1[CH2:41][CH2:40][CH2:39][CH2:38]C1.C1(C=O)CC1. The catalyst is CO. The product is [NH2:1][C:2]1[N:7]=[CH:6][N:5]=[C:4]2[N:8]([CH2:25][C@H:26]3[CH2:30][CH2:29][CH2:28][N:27]3[C:31]([C:32](=[CH:38][CH:39]3[CH2:41][CH2:40]3)[C:33]#[N:34])=[O:35])[N:9]=[C:10]([C:11]3[CH:16]=[CH:15][C:14]([O:17][C:18]4[CH:23]=[CH:22][CH:21]=[C:20]([F:24])[CH:19]=4)=[CH:13][CH:12]=3)[C:3]=12. The yield is 0.290.